This data is from hERG potassium channel inhibition data for cardiac toxicity prediction from Karim et al.. The task is: Regression/Classification. Given a drug SMILES string, predict its toxicity properties. Task type varies by dataset: regression for continuous values (e.g., LD50, hERG inhibition percentage) or binary classification for toxic/non-toxic outcomes (e.g., AMES mutagenicity, cardiotoxicity, hepatotoxicity). Dataset: herg_karim. The result is 0 (non-blocker). The molecule is CNC(=O)c1cc(-c2ccc3c(N4CCOC[C@@H]4C)nc(N4CCOC[C@@H]4C)nc3n2)ccc1OC(F)F.